This data is from Catalyst prediction with 721,799 reactions and 888 catalyst types from USPTO. The task is: Predict which catalyst facilitates the given reaction. (1) The catalyst class is: 5. Product: [Cl:1][C:2]1[CH:3]=[CH:4][C:5]([C@@H:8]([CH3:25])[CH2:9][C:10]([OH:12])=[O:11])=[CH:6][CH:7]=1. Reactant: [Cl:1][C:2]1[CH:7]=[CH:6][C:5]([C@@H:8]([CH3:25])[C:9](C(OCC)=O)(C(OCC)=O)[C:10]([O:12]CC)=[O:11])=[CH:4][CH:3]=1.[OH-].[Na+]. (2) Reactant: [CH3:1][O:2][C:3](=[O:40])[CH2:4][CH2:5][NH:6][C:7](=[O:39])[C:8]1[CH:13]=[CH:12][C:11]([C:14]([C:21]2[CH:22]=[C:23]([C:29]3[CH:34]=[CH:33][C:32]([C:35]([F:38])([F:37])[F:36])=[CH:31][CH:30]=3)[C:24]([O:27][CH3:28])=[CH:25][CH:26]=2)=[CH:15][CH2:16][CH2:17][CH2:18][CH2:19][CH3:20])=[CH:10][CH:9]=1. Product: [CH3:1][O:2][C:3](=[O:40])[CH2:4][CH2:5][NH:6][C:7](=[O:39])[C:8]1[CH:9]=[CH:10][C:11]([CH:14]([C:21]2[CH:22]=[C:23]([C:29]3[CH:30]=[CH:31][C:32]([C:35]([F:36])([F:37])[F:38])=[CH:33][CH:34]=3)[C:24]([O:27][CH3:28])=[CH:25][CH:26]=2)[CH2:15][CH2:16][CH2:17][CH2:18][CH2:19][CH3:20])=[CH:12][CH:13]=1. The catalyst class is: 29.